Dataset: Forward reaction prediction with 1.9M reactions from USPTO patents (1976-2016). Task: Predict the product of the given reaction. (1) The product is: [NH:8]1[CH2:13][CH2:12][CH:11]([NH:14][C:15]([C@H:17]2[CH2:21][CH2:20][CH2:19][O:18]2)=[O:16])[CH2:10][CH2:9]1. Given the reactants C([N:8]1[CH2:13][CH2:12][CH:11]([NH:14][C:15]([C@H:17]2[CH2:21][CH2:20][CH2:19][O:18]2)=[O:16])[CH2:10][CH2:9]1)C1C=CC=CC=1.[H][H].C(O)(=O)C(O)=O, predict the reaction product. (2) Given the reactants [C:1](O)(=O)[CH2:2][C:3]([CH2:8][C:9](O)=O)([C:5](O)=O)O.CN(C(O[N:22]1N=N[C:24]2[CH:25]=[CH:26][CH:27]=N[C:23]1=2)=[N+](C)C)C.F[P-](F)(F)(F)(F)F.[NH:38]([C:40]1[N:41]=[C:42]2[CH:48]=[CH:47][N:46]([S:49]([C:52]3[CH:58]=[CH:57][C:55]([CH3:56])=[CH:54][CH:53]=3)(=[O:51])=[O:50])[C:43]2=[N:44][CH:45]=1)[NH2:39].S(Cl)(Cl)=O, predict the reaction product. The product is: [CH2:2]([C@H:3]1[C@@H:8]([C:9]2[N:41]3[C:42]4[CH:48]=[CH:47][N:46]([S:49]([C:52]5[CH:58]=[CH:57][C:55]([CH3:56])=[CH:54][CH:53]=5)(=[O:50])=[O:51])[C:43]=4[N:44]=[CH:45][C:40]3=[N:38][N:39]=2)[CH2:27][C@H:26]([CH2:25][CH2:24][C:23]#[N:22])[CH2:5]1)[CH3:1]. (3) The product is: [Br:14][C:11]1[CH:12]=[CH:13][C:8]2[N:7]=[CH:6][N:5]([CH:3]3[CH2:4][N:1]([CH3:18])[CH2:2]3)[C:9]=2[CH:10]=1. Given the reactants [NH:1]1[CH2:4][CH:3]([N:5]2[C:9]3[CH:10]=[C:11]([Br:14])[CH:12]=[CH:13][C:8]=3[N:7]=[CH:6]2)[CH2:2]1.C=O.[BH3-][C:18]#N.[Na+], predict the reaction product.